Dataset: Retrosynthesis with 50K atom-mapped reactions and 10 reaction types from USPTO. Task: Predict the reactants needed to synthesize the given product. (1) Given the product CC(N)CC(c1ccc(O)cc1)c1ccc(O)cc1, predict the reactants needed to synthesize it. The reactants are: CC(CC(c1ccc(O)cc1)c1ccc(O)cc1)NCc1ccccc1. (2) Given the product CCCN(C)C(=O)c1cc(C(=O)O)cc(-c2nc(C)no2)c1, predict the reactants needed to synthesize it. The reactants are: CCCN(C)C(=O)c1cc(C(=O)OCC)cc(-c2nc(C)no2)c1. (3) Given the product Fc1cccc(-c2nc3cnn(Cc4ccc(Br)cn4)cc-3n2)c1F, predict the reactants needed to synthesize it. The reactants are: CS(=O)(=O)OCc1ccc(Br)cn1.Fc1cccc(-c2nc3cn[nH]cc-3n2)c1F. (4) Given the product COc1ccc2c(c1OC1CCCC1)OCC2O, predict the reactants needed to synthesize it. The reactants are: COc1ccc2c(c1OC1CCCC1)OCC2=O.